Predict the product of the given reaction. From a dataset of Forward reaction prediction with 1.9M reactions from USPTO patents (1976-2016). (1) Given the reactants [C:1]([O:7][CH2:8][CH:9]=[CH2:10])(=[O:6])[CH2:2][C:3]([CH3:5])=O.[C:11]([C:13]1[CH:20]=[CH:19][C:16]([CH:17]=O)=[C:15]([N+:21]([O-:23])=[O:22])[CH:14]=1)#[N:12].[F:24][C:25]([F:37])([F:36])[C:26]1[CH:27]=[C:28]([NH:32][C:33]([NH2:35])=[O:34])[CH:29]=[CH:30][CH:31]=1.P(OCC)(OCC)(OCC)=O, predict the reaction product. The product is: [CH2:8]([O:7][C:1]([C:2]1[CH:17]([C:16]2[CH:19]=[CH:20][C:13]([C:11]#[N:12])=[CH:14][C:15]=2[N+:21]([O-:23])=[O:22])[NH:35][C:33](=[O:34])[N:32]([C:28]2[CH:29]=[CH:30][CH:31]=[C:26]([C:25]([F:36])([F:37])[F:24])[CH:27]=2)[C:3]=1[CH3:5])=[O:6])[CH:9]=[CH2:10]. (2) Given the reactants [Cl:1][C:2]1[N:3]=[C:4]([C:9]([NH:11][C@H:12]2[CH2:17][CH2:16][N:15](C(OC(C)(C)C)=O)[CH2:14][C@H:13]2[N:25]2[CH2:29][CH2:28][CH2:27][CH2:26]2)=[O:10])[NH:5][C:6]=1[CH2:7][CH3:8].Cl.O1CCOCC1.Br[C:38]1[S:39][C:40]2[C:46]([C:47]([O:49][CH2:50][CH3:51])=[O:48])=[CH:45][CH:44]=[CH:43][C:41]=2[N:42]=1.C(=O)([O-])[O-].[Na+].[Na+], predict the reaction product. The product is: [Cl:1][C:2]1[N:3]=[C:4]([C:9]([NH:11][C@H:12]2[CH2:17][CH2:16][N:15]([C:38]3[S:39][C:40]4[C:46]([C:47]([O:49][CH2:50][CH3:51])=[O:48])=[CH:45][CH:44]=[CH:43][C:41]=4[N:42]=3)[CH2:14][C@H:13]2[N:25]2[CH2:26][CH2:27][CH2:28][CH2:29]2)=[O:10])[NH:5][C:6]=1[CH2:7][CH3:8]. (3) The product is: [F:47][C:45]1[CH:46]=[C:41]([CH:42]=[C:43]([F:48])[CH:44]=1)[CH2:40][C@@H:10]1[CH2:9][NH:8][CH2:13][CH2:12][N:11]1[C:14]([C:16]1[N:17]=[CH:18][N:19]([C@H:27]2[CH2:32][CH2:31][CH2:30][CH2:29][C@@H:28]2[NH:33][C:34](=[O:39])[O:35][CH2:36][CH2:37][CH3:38])[C:20]=1[C:21]1[CH:22]=[CH:23][CH:24]=[CH:25][CH:26]=1)=[O:15]. Given the reactants C([N:8]1[CH2:13][CH2:12][N:11]([C:14]([C:16]2[N:17]=[CH:18][N:19]([C@H:27]3[CH2:32][CH2:31][CH2:30][CH2:29][C@@H:28]3[NH:33][C:34](=[O:39])[O:35][CH2:36][CH2:37][CH3:38])[C:20]=2[C:21]2[CH:26]=[CH:25][CH:24]=[CH:23][CH:22]=2)=[O:15])[C@H:10]([CH2:40][C:41]2[CH:46]=[C:45]([F:47])[CH:44]=[C:43]([F:48])[CH:42]=2)[CH2:9]1)C1C=CC=CC=1, predict the reaction product. (4) Given the reactants [C:1]([O:5][C:6]([NH:8][C@@H:9]([CH2:13][C:14]1[CH:19]=[CH:18][CH:17]=[CH:16][N:15]=1)[C:10]([OH:12])=[O:11])=[O:7])([CH3:4])([CH3:3])[CH3:2].[CH2:20](C(Cl)=O)[C:21]1[CH:26]=[CH:25][CH:24]=[CH:23][CH:22]=1, predict the reaction product. The product is: [C:1]([O:5][C:6]([NH:8][C@@H:9]([CH2:13][C:14]1[CH:19]=[CH:18][CH:17]=[CH:16][N:15]=1)[C:10]([O:12][CH2:20][C:21]1[CH:26]=[CH:25][CH:24]=[CH:23][CH:22]=1)=[O:11])=[O:7])([CH3:4])([CH3:2])[CH3:3]. (5) Given the reactants [Br:1][C:2]1[CH:7]=[C:6]([F:8])[CH:5]=[CH:4][C:3]=1[C@H:9]1[C:14]([C:15]([O:17][CH2:18][CH3:19])=[O:16])=[C:13]([CH2:20]Br)[NH:12][C:11]([C:22]2[S:23][CH:24]=[CH:25][N:26]=2)=[N:10]1.[NH:27]1[CH2:32][CH2:31][S:30](=[O:34])(=[O:33])[CH2:29][C@H:28]1[C:35]([OH:37])=[O:36].C(=O)([O-])[O-].[K+].[K+], predict the reaction product. The product is: [Br:1][C:2]1[CH:7]=[C:6]([F:8])[CH:5]=[CH:4][C:3]=1[C@@H:9]1[N:10]=[C:11]([C:22]2[S:23][CH:24]=[CH:25][N:26]=2)[NH:12][C:13]([CH2:20][N:27]2[CH2:32][CH2:31][S:30](=[O:33])(=[O:34])[CH2:29][C@H:28]2[C:35]([OH:37])=[O:36])=[C:14]1[C:15]([O:17][CH2:18][CH3:19])=[O:16]. (6) Given the reactants [C:1]([C:3]1[CH:8]=[C:7]([O:9][CH3:10])[CH:6]=[CH:5][N:4]=1)#N.[CH3:11][CH2:12][Mg+].[Br-].Cl.[OH-:16].[Na+], predict the reaction product. The product is: [C:1]([C:3]1[CH:8]=[C:7]([O:9][CH3:10])[CH:6]=[CH:5][N:4]=1)(=[O:16])[CH2:11][CH3:12]. (7) Given the reactants [F:1][C:2]1[CH:7]=[CH:6][C:5]([CH3:8])=[CH:4][C:3]=1[C:9]#[C:10][CH2:11][O:12][CH:13]1[CH2:18][CH2:17][CH2:16][CH2:15][O:14]1, predict the reaction product. The product is: [F:1][C:2]1[CH:7]=[CH:6][C:5]([CH3:8])=[CH:4][C:3]=1[CH2:9][CH2:10][CH2:11][O:12][CH:13]1[CH2:18][CH2:17][CH2:16][CH2:15][O:14]1.